This data is from Forward reaction prediction with 1.9M reactions from USPTO patents (1976-2016). The task is: Predict the product of the given reaction. (1) Given the reactants [NH2:1][C:2]1[C:3]([C:9]([O:11][CH3:12])=[O:10])=[N:4][C:5](Br)=[CH:6][CH:7]=1.CC1(C)C(C)(C)OB([C:21]2[CH:22]=[C:23]3[CH:29]=[CH:28][N:27]([Si:30]([CH:37]([CH3:39])[CH3:38])([CH:34]([CH3:36])[CH3:35])[CH:31]([CH3:33])[CH3:32])[C:24]3=[N:25][CH:26]=2)O1.C(=O)([O-])O.[Na+], predict the reaction product. The product is: [NH2:1][C:2]1[C:3]([C:9]([O:11][CH3:12])=[O:10])=[N:4][C:5]([C:21]2[CH:22]=[C:23]3[CH:29]=[CH:28][N:27]([Si:30]([CH:34]([CH3:36])[CH3:35])([CH:37]([CH3:39])[CH3:38])[CH:31]([CH3:32])[CH3:33])[C:24]3=[N:25][CH:26]=2)=[CH:6][CH:7]=1. (2) The product is: [ClH:16].[CH3:1][C:2]1[N:7]=[C:6]([S:8][CH2:9][C:10]2[N:11]=[CH:12][S:13][CH:14]=2)[N:5]=[C:4]([OH:15])[CH:3]=1. Given the reactants [CH3:1][C:2]1[N:7]=[C:6]([S:8][CH2:9][C:10]2[N:11]=[CH:12][S:13][CH:14]=2)[N:5]=[C:4]([OH:15])[CH:3]=1.[ClH:16].O1CCOCC1, predict the reaction product.